From a dataset of NCI-60 drug combinations with 297,098 pairs across 59 cell lines. Regression. Given two drug SMILES strings and cell line genomic features, predict the synergy score measuring deviation from expected non-interaction effect. (1) Drug 1: CS(=O)(=O)OCCCCOS(=O)(=O)C. Drug 2: CC12CCC3C(C1CCC2OP(=O)(O)O)CCC4=C3C=CC(=C4)OC(=O)N(CCCl)CCCl.[Na+]. Cell line: MDA-MB-231. Synergy scores: CSS=6.15, Synergy_ZIP=-0.309, Synergy_Bliss=0.992, Synergy_Loewe=-3.02, Synergy_HSA=0.919. (2) Cell line: HCT116. Drug 1: CCCS(=O)(=O)NC1=C(C(=C(C=C1)F)C(=O)C2=CNC3=C2C=C(C=N3)C4=CC=C(C=C4)Cl)F. Synergy scores: CSS=-0.750, Synergy_ZIP=-2.33, Synergy_Bliss=-4.59, Synergy_Loewe=-18.6, Synergy_HSA=-7.96. Drug 2: C1C(C(OC1N2C=NC3=C(N=C(N=C32)Cl)N)CO)O. (3) Cell line: A498. Synergy scores: CSS=20.1, Synergy_ZIP=-2.78, Synergy_Bliss=2.82, Synergy_Loewe=-0.831, Synergy_HSA=0.0584. Drug 2: C1=CN(C=N1)CC(O)(P(=O)(O)O)P(=O)(O)O. Drug 1: CC1C(C(=O)NC(C(=O)N2CCCC2C(=O)N(CC(=O)N(C(C(=O)O1)C(C)C)C)C)C(C)C)NC(=O)C3=C4C(=C(C=C3)C)OC5=C(C(=O)C(=C(C5=N4)C(=O)NC6C(OC(=O)C(N(C(=O)CN(C(=O)C7CCCN7C(=O)C(NC6=O)C(C)C)C)C)C(C)C)C)N)C. (4) Synergy scores: CSS=1.47, Synergy_ZIP=0.872, Synergy_Bliss=2.74, Synergy_Loewe=1.14, Synergy_HSA=1.40. Drug 1: CC1=CC2C(CCC3(C2CCC3(C(=O)C)OC(=O)C)C)C4(C1=CC(=O)CC4)C. Drug 2: C(CCl)NC(=O)N(CCCl)N=O. Cell line: SK-OV-3. (5) Drug 1: CC(C1=C(C=CC(=C1Cl)F)Cl)OC2=C(N=CC(=C2)C3=CN(N=C3)C4CCNCC4)N. Drug 2: CC1CCC2CC(C(=CC=CC=CC(CC(C(=O)C(C(C(=CC(C(=O)CC(OC(=O)C3CCCCN3C(=O)C(=O)C1(O2)O)C(C)CC4CCC(C(C4)OC)O)C)C)O)OC)C)C)C)OC. Cell line: EKVX. Synergy scores: CSS=37.9, Synergy_ZIP=5.23, Synergy_Bliss=6.72, Synergy_Loewe=-5.93, Synergy_HSA=8.86.